Dataset: Forward reaction prediction with 1.9M reactions from USPTO patents (1976-2016). Task: Predict the product of the given reaction. (1) Given the reactants [NH2:1][C:2]1[CH:7]=[C:6]([Br:8])[CH:5]=[CH:4][N:3]=1.[C:9](O[C:9]([O:11][C:12]([CH3:15])([CH3:14])[CH3:13])=[O:10])([O:11][C:12]([CH3:15])([CH3:14])[CH3:13])=[O:10].O, predict the reaction product. The product is: [Br:8][C:6]1[CH:5]=[CH:4][N:3]=[C:2]([NH:1][C:9](=[O:10])[O:11][C:12]([CH3:15])([CH3:14])[CH3:13])[CH:7]=1. (2) Given the reactants [CH3:1][N:2]([CH3:15])[C:3]1([C:13]#N)[CH2:12][CH2:11][C:6]2([O:10][CH2:9][CH2:8][O:7]2)[CH2:5][CH2:4]1.[Cl-].[NH4+], predict the reaction product. The product is: [CH2:13]([C:3]1([N:2]([CH3:15])[CH3:1])[CH2:12][CH2:11][C:6]2([O:10][CH2:9][CH2:8][O:7]2)[CH2:5][CH2:4]1)[C:3]1[CH:12]=[CH:11][CH:6]=[CH:5][CH:4]=1. (3) Given the reactants [CH:1]1([NH:6][C:7]2[N:12]3[N:13]=[C:14]([C:28]4[CH:33]=[CH:32][C:31]([OH:34])=[CH:30][CH:29]=4)[C:15]([C:16]4[CH:21]=[CH:20][N:19]=[C:18]([NH:22][CH:23]5[CH2:27][CH2:26][CH2:25][CH2:24]5)[N:17]=4)=[C:11]3[CH:10]=[CH:9][CH:8]=2)[CH2:5][CH2:4][CH2:3][CH2:2]1.[C:35]1(B(O)O)[CH:40]=[CH:39][CH:38]=[CH:37][CH:36]=1.C(N(CC)CC)C, predict the reaction product. The product is: [CH:1]1([NH:6][C:7]2[N:12]3[N:13]=[C:14]([C:28]4[CH:29]=[CH:30][C:31]([O:34][C:35]5[CH:40]=[CH:39][CH:38]=[CH:37][CH:36]=5)=[CH:32][CH:33]=4)[C:15]([C:16]4[CH:21]=[CH:20][N:19]=[C:18]([NH:22][CH:23]5[CH2:24][CH2:25][CH2:26][CH2:27]5)[N:17]=4)=[C:11]3[CH:10]=[CH:9][CH:8]=2)[CH2:2][CH2:3][CH2:4][CH2:5]1. (4) Given the reactants [OH:1][CH2:2][C@H:3]([NH:8][CH2:9][CH2:10][CH:11]1[CH2:16][CH2:15][N:14]([C:17]([O:19][C:20]([CH3:23])([CH3:22])[CH3:21])=[O:18])[CH2:13][CH2:12]1)[C:4]([O:6][CH3:7])=[O:5].[C:24](N1C=CN=C1)(N1C=CN=C1)=[O:25].O, predict the reaction product. The product is: [C:20]([O:19][C:17]([N:14]1[CH2:15][CH2:16][CH:11]([CH2:10][CH2:9][N:8]2[C@H:3]([C:4]([O:6][CH3:7])=[O:5])[CH2:2][O:1][C:24]2=[O:25])[CH2:12][CH2:13]1)=[O:18])([CH3:23])([CH3:22])[CH3:21]. (5) Given the reactants [Br:1][C:2]1[N:7]=[CH:6][C:5]([NH2:8])=[C:4]([NH2:9])[CH:3]=1.[ClH:10].[C:11](O)(=[O:15])[C:12](O)=[O:13], predict the reaction product. The product is: [ClH:10].[Br:1][C:2]1[N:7]=[CH:6][C:5]2[NH:8][C:11](=[O:15])[C:12](=[O:13])[NH:9][C:4]=2[CH:3]=1.